From a dataset of Forward reaction prediction with 1.9M reactions from USPTO patents (1976-2016). Predict the product of the given reaction. (1) Given the reactants Br[C:2](Br)=[CH:3][C:4]1[CH:9]=[CH:8][C:7]([Cl:10])=[CH:6][C:5]=1[Cl:11].C([Li])CCC, predict the reaction product. The product is: [Cl:11][C:5]1[CH:6]=[C:7]([Cl:10])[CH:8]=[CH:9][C:4]=1[C:3]#[CH:2]. (2) Given the reactants [N+:1]([C:4]1[CH:9]=[CH:8][C:7]([OH:10])=[CH:6][CH:5]=1)([O-:3])=[O:2].C(=O)([O-])[O-].[K+].[K+].Br[CH2:18][CH2:19][OH:20], predict the reaction product. The product is: [N+:1]([C:4]1[CH:9]=[CH:8][C:7]([O:10][CH2:18][CH2:19][OH:20])=[CH:6][CH:5]=1)([O-:3])=[O:2]. (3) Given the reactants [Cl:1][C:2]1[CH:3]=[CH:4][C:5]([CH2:8][CH2:9][N:10]2[CH2:15][CH2:14][N:13]([C:16]3[CH:21]=[CH:20][C:19]4[C:22]5[CH2:23][N:24]([CH:30]([CH3:32])[CH3:31])[CH2:25][CH2:26][CH2:27][C:28]=5[O:29][C:18]=4[CH:17]=3)[C:12](=[O:33])[CH2:11]2)=[N:6][CH:7]=1.Cl.CCOCC, predict the reaction product. The product is: [ClH:1].[Cl:1][C:2]1[CH:3]=[CH:4][C:5]([CH2:8][CH2:9][N:10]2[CH2:15][CH2:14][N:13]([C:16]3[CH:21]=[CH:20][C:19]4[C:22]5[CH2:23][N:24]([CH:30]([CH3:31])[CH3:32])[CH2:25][CH2:26][CH2:27][C:28]=5[O:29][C:18]=4[CH:17]=3)[C:12](=[O:33])[CH2:11]2)=[N:6][CH:7]=1.